This data is from Catalyst prediction with 721,799 reactions and 888 catalyst types from USPTO. The task is: Predict which catalyst facilitates the given reaction. (1) Reactant: [Cl:1][C:2]1[CH:7]=[CH:6][C:5]([C:8]2[N:12]([CH:13]([CH:26]3[CH2:31][CH2:30][C:29]([F:33])([F:32])[CH2:28][CH2:27]3)[CH2:14][O:15][C:16]3[C:23]([CH3:24])=[CH:22][C:19]([C:20]#[N:21])=[CH:18][C:17]=3[CH3:25])[C:11]3[CH:34]=[C:35]([F:39])[C:36]([F:38])=[CH:37][C:10]=3[N:9]=2)=[CH:4][CH:3]=1.Cl.C(N(CC)CC)C.[N-:48]=[N+:49]=[N-:50].[Na+].Cl. Product: [Cl:1][C:2]1[CH:7]=[CH:6][C:5]([C:8]2[N:12]([CH:13]([CH:26]3[CH2:27][CH2:28][C:29]([F:33])([F:32])[CH2:30][CH2:31]3)[CH2:14][O:15][C:16]3[C:23]([CH3:24])=[CH:22][C:19]([C:20]4[NH:50][N:49]=[N:48][N:21]=4)=[CH:18][C:17]=3[CH3:25])[C:11]3[CH:34]=[C:35]([F:39])[C:36]([F:38])=[CH:37][C:10]=3[N:9]=2)=[CH:4][CH:3]=1. The catalyst class is: 673. (2) Reactant: [O:1]=[C:2]1[C:11]2[CH:10]=[C:9]([O:12][CH:13]([CH3:15])[CH3:14])[CH:8]=[C:7]([C:16]([O:18][CH3:19])=[O:17])[C:6]=2[CH2:5][CH2:4][NH:3]1.C1C(=O)N([Cl:27])C(=O)C1. The catalyst class is: 52. Product: [Cl:27][C:10]1[C:11]2[C:2](=[O:1])[NH:3][CH2:4][CH2:5][C:6]=2[C:7]([C:16]([O:18][CH3:19])=[O:17])=[CH:8][C:9]=1[O:12][CH:13]([CH3:15])[CH3:14]. (3) Reactant: [CH2:1]([O:3][C:4](=[O:16])[CH2:5][N:6]1[C:14]2[C:9](=[CH:10][CH:11]=[C:12]([OH:15])[CH:13]=2)[CH:8]=[CH:7]1)[CH3:2].Cl[CH2:18][C:19]1[C:20]([CH2:36][CH2:37][O:38][CH3:39])=[N:21][C:22]([C:26]2[CH:31]=[CH:30][C:29]([C:32]([F:35])([F:34])[F:33])=[CH:28][CH:27]=2)=[N:23][C:24]=1[CH3:25].C(=O)([O-])[O-].[Cs+].[Cs+].[I-].[K+]. Product: [CH2:1]([O:3][C:4](=[O:16])[CH2:5][N:6]1[C:14]2[C:9](=[CH:10][CH:11]=[C:12]([O:15][CH2:18][C:19]3[C:20]([CH2:36][CH2:37][O:38][CH3:39])=[N:21][C:22]([C:26]4[CH:27]=[CH:28][C:29]([C:32]([F:35])([F:33])[F:34])=[CH:30][CH:31]=4)=[N:23][C:24]=3[CH3:25])[CH:13]=2)[CH:8]=[CH:7]1)[CH3:2]. The catalyst class is: 10. (4) Reactant: [C:1]([O:5][C:6]([N:8]1[C:12]2[CH:13]=[CH:14][CH:15]=[C:16]([CH3:17])[C:11]=2[N:10]=[CH:9]1)=[O:7])([CH3:4])([CH3:3])[CH3:2].[Br:18]N1C(=O)CCC1=O.N(C(C)(C)C#N)=NC(C)(C)C#N. Product: [C:1]([O:5][C:6]([N:8]1[C:12]2[CH:13]=[CH:14][CH:15]=[C:16]([CH2:17][Br:18])[C:11]=2[N:10]=[CH:9]1)=[O:7])([CH3:4])([CH3:3])[CH3:2]. The catalyst class is: 53.